This data is from Full USPTO retrosynthesis dataset with 1.9M reactions from patents (1976-2016). The task is: Predict the reactants needed to synthesize the given product. Given the product [CH3:8][C:6]1[C:5]([CH:9]([CH2:14][CH2:15][CH3:16])[C:10]([O:12][CH3:13])=[O:11])=[C:4]([C:17]2[CH:22]=[CH:21][C:20]([CH3:23])=[CH:19][CH:18]=2)[N:3]=[C:2]([C:24]2[CH:29]=[CH:28][CH:27]=[CH:26][CH:25]=2)[N:7]=1, predict the reactants needed to synthesize it. The reactants are: Cl[C:2]1[N:7]=[C:6]([CH3:8])[C:5]([CH:9]([CH2:14][CH2:15][CH3:16])[C:10]([O:12][CH3:13])=[O:11])=[C:4]([C:17]2[CH:22]=[CH:21][C:20]([CH3:23])=[CH:19][CH:18]=2)[N:3]=1.[C:24]1(B(O)O)[CH:29]=[CH:28][CH:27]=[CH:26][CH:25]=1.C(N(CC)C(C)C)(C)C.